Task: Predict which catalyst facilitates the given reaction.. Dataset: Catalyst prediction with 721,799 reactions and 888 catalyst types from USPTO The catalyst class is: 5. Product: [Br:1][C:2]1[C:3]([C:17]([OH:19])=[O:18])=[CH:4][C:5]2[N:6]([CH:8]=[C:9]([C:11]3[CH:16]=[CH:15][CH:14]=[CH:13][CH:12]=3)[N:10]=2)[CH:7]=1. Reactant: [Br:1][C:2]1[C:3]([C:17]([O:19]C)=[O:18])=[CH:4][C:5]2[N:6]([CH:8]=[C:9]([C:11]3[CH:16]=[CH:15][CH:14]=[CH:13][CH:12]=3)[N:10]=2)[CH:7]=1.[OH-].[K+].Cl.